This data is from Catalyst prediction with 721,799 reactions and 888 catalyst types from USPTO. The task is: Predict which catalyst facilitates the given reaction. (1) Reactant: [CH3:1][N+:2]1([O-:8])[CH2:7][CH2:6][O:5][CH2:4][CH2:3]1.C([O:12]C(=O)C1C=C(O)C(O)=C(O)C=1)CC. Product: [CH3:1][N+:2]1([O-:8])[CH2:7][CH2:6][O:5][CH2:4][CH2:3]1.[OH2:12]. The catalyst class is: 6. (2) Reactant: C[O:2][C:3]1[CH:4]=[C:5]([C:13]2[CH:18]=[CH:17][CH:16]=[C:15]([C:19]([F:22])([F:21])[F:20])[CH:14]=2)[CH:6]=[C:7]([CH3:12])[C:8]=1[C:9]([OH:11])=[O:10].B(Br)(Br)Br. Product: [OH:2][C:3]1[CH:4]=[C:5]([C:13]2[CH:18]=[CH:17][CH:16]=[C:15]([C:19]([F:20])([F:21])[F:22])[CH:14]=2)[CH:6]=[C:7]([CH3:12])[C:8]=1[C:9]([OH:11])=[O:10]. The catalyst class is: 2. (3) Reactant: [C:1]([C:5]1[CH:10]=[CH:9][C:8]([N+:11]([O-:13])=[O:12])=[CH:7][C:6]=1[NH2:14])#[C:2]CC.FC(F)(F)C(O[C:20](=O)[C:21](F)(F)F)=O.C(=O)([O-])[O-].[K+].[K+].[I:34]I. Product: [CH2:20]([N:14]1[C:6]2[C:5](=[CH:10][CH:9]=[C:8]([N+:11]([O-:13])=[O:12])[CH:7]=2)[C:1]([I:34])=[CH:2]1)[CH3:21]. The catalyst class is: 299. (4) Reactant: [CH:1]1([O:6][C:7]2[CH:12]=[CH:11][C:10]([F:13])=[CH:9][C:8]=2[N:14]2[CH2:19][CH2:18][N:17]([CH2:20][CH2:21][CH2:22][N:23]3[C:31](=[O:32])[CH:30]4[CH:25]([CH2:26][CH:27]5[O:33][CH:28]5[CH2:29]4)[C:24]3=[O:34])[CH2:16][CH2:15]2)[CH2:5][CH2:4][CH2:3][CH2:2]1.C(S(F)(F)([F:41])(CC)N)C. Product: [CH:1]1([O:6][C:7]2[CH:12]=[CH:11][C:10]([F:13])=[CH:9][C:8]=2[N:14]2[CH2:19][CH2:18][N:17]([CH2:20][CH2:21][CH2:22][N:23]3[C:31](=[O:32])[CH:30]4[CH:25]([CH2:26][CH:27]([OH:33])[CH:28]([F:41])[CH2:29]4)[C:24]3=[O:34])[CH2:16][CH2:15]2)[CH2:5][CH2:4][CH2:3][CH2:2]1. The catalyst class is: 4. (5) Reactant: FC(F)(F)C(O)=O.[F:8][C:9]([F:28])([CH:25]([F:27])[F:26])[CH2:10][O:11][C:12]1[N:13]=[CH:14][C:15]([C:18]([O:20]C(C)(C)C)=[O:19])=[N:16][CH:17]=1. Product: [F:28][C:9]([F:8])([CH:25]([F:27])[F:26])[CH2:10][O:11][C:12]1[N:13]=[CH:14][C:15]([C:18]([OH:20])=[O:19])=[N:16][CH:17]=1. The catalyst class is: 2. (6) Reactant: FC(F)(F)C(O)=O.[F:8][C:9]1[CH:10]=[C:11]([CH:48]=[CH:49][CH:50]=1)[CH2:12][N:13]1[CH:17]=[C:16]([C:18]2[C:26]3[C:21](=[N:22][CH:23]=[C:24]([C:27]4[CH:28]=[N:29][N:30]([CH:32]5[CH2:37][CH2:36][NH:35][CH2:34][CH2:33]5)[CH:31]=4)[CH:25]=3)[N:20]([S:38]([C:41]3[CH:47]=[CH:46][C:44]([CH3:45])=[CH:43][CH:42]=3)(=[O:40])=[O:39])[CH:19]=2)[CH:15]=[N:14]1.[CH3:51][C@H:52]1[CH2:54][O:53]1.CCN(C(C)C)C(C)C. The catalyst class is: 8. Product: [F:8][C:9]1[CH:10]=[C:11]([CH:48]=[CH:49][CH:50]=1)[CH2:12][N:13]1[CH:17]=[C:16]([C:18]2[C:26]3[C:21](=[N:22][CH:23]=[C:24]([C:27]4[CH:28]=[N:29][N:30]([CH:32]5[CH2:37][CH2:36][N:35]([CH2:51][CH:52]([OH:53])[CH3:54])[CH2:34][CH2:33]5)[CH:31]=4)[CH:25]=3)[N:20]([S:38]([C:41]3[CH:47]=[CH:46][C:44]([CH3:45])=[CH:43][CH:42]=3)(=[O:39])=[O:40])[CH:19]=2)[CH:15]=[N:14]1. (7) Reactant: N(S([O-])(=O)=O)(S([O-])(=O)=O)[O].[K+].[K+].P([O-])([O-])([O-])=[O:14].[Na+].[Na+].[Na+].[CH3:21][C:22]1[CH:23]=[CH:24][CH:25]=[C:26]2[C:30]=1[NH:29][CH2:28][CH2:27]2. Product: [CH3:21][C:22]1[CH:23]=[C:24]([OH:14])[CH:25]=[C:26]2[C:30]=1[NH:29][CH:28]=[CH:27]2. The catalyst class is: 372. (8) Reactant: Br[C:2]1[CH:7]=[CH:6][C:5]([C:8]2[NH:12][C:11]([C@@H:13]3[CH2:17][C@H:16]([CH2:18][O:19][CH3:20])[CH2:15][N:14]3[C:21](=[O:31])[C@@H:22]([NH:26][C:27](=[O:30])[O:28][CH3:29])[CH:23]([CH3:25])[CH3:24])=[N:10][CH:9]=2)=[CH:4][CH:3]=1.[CH3:32][C@@H:33]1[CH2:37][N:36]([C:38]([O:40][C:41]([CH3:44])([CH3:43])[CH3:42])=[O:39])[C@H:35]([C:45]2[NH:46][C:47]([C:50]3[CH:55]=[CH:54][C:53](B4OC(C)(C)C(C)(C)O4)=[CH:52][CH:51]=3)=[CH:48][N:49]=2)[CH2:34]1.C([O-])([O-])=O.[K+].[K+]. Product: [CH3:29][O:28][C:27]([NH:26][C@@H:22]([CH:23]([CH3:25])[CH3:24])[C:21]([N:14]1[CH2:15][C@@H:16]([CH2:18][O:19][CH3:20])[CH2:17][C@H:13]1[C:11]1[NH:12][C:8]([C:5]2[CH:6]=[CH:7][C:2]([C:53]3[CH:52]=[CH:51][C:50]([C:47]4[NH:46][C:45]([C@@H:35]5[CH2:34][C@H:33]([CH3:32])[CH2:37][N:36]5[C:38]([O:40][C:41]([CH3:42])([CH3:44])[CH3:43])=[O:39])=[N:49][CH:48]=4)=[CH:55][CH:54]=3)=[CH:3][CH:4]=2)=[CH:9][N:10]=1)=[O:31])=[O:30]. The catalyst class is: 104. (9) Reactant: [N+:1]([C:4]1[CH:31]([CH3:32])[CH:8]2[CH2:9][C:10]([CH2:13][N:14]3[CH2:19][CH2:18][N:17]([C:20]4[CH:25]=[CH:24][C:23]([N:26]5[CH:30]=[CH:29][N:28]=[CH:27]5)=[CH:22][CH:21]=4)[CH2:16][CH2:15]3)([CH3:12])[O:11][C:7]2=[C:6]([CH3:33])[C:5]=1[CH3:34])([O-])=O.C(O)C.Cl.[OH-].[Na+]. Product: [NH2:1][C:4]1[CH:31]([CH3:32])[CH:8]2[CH2:9][C:10]([CH2:13][N:14]3[CH2:15][CH2:16][N:17]([C:20]4[CH:25]=[CH:24][C:23]([N:26]5[CH:30]=[CH:29][N:28]=[CH:27]5)=[CH:22][CH:21]=4)[CH2:18][CH2:19]3)([CH3:12])[O:11][C:7]2=[C:6]([CH3:33])[C:5]=1[CH3:34]. The catalyst class is: 6.